From a dataset of NCI-60 drug combinations with 297,098 pairs across 59 cell lines. Regression. Given two drug SMILES strings and cell line genomic features, predict the synergy score measuring deviation from expected non-interaction effect. (1) Drug 2: CC1CCC2CC(C(=CC=CC=CC(CC(C(=O)C(C(C(=CC(C(=O)CC(OC(=O)C3CCCCN3C(=O)C(=O)C1(O2)O)C(C)CC4CCC(C(C4)OC)O)C)C)O)OC)C)C)C)OC. Drug 1: C1=CC(=C2C(=C1NCCNCCO)C(=O)C3=C(C=CC(=C3C2=O)O)O)NCCNCCO. Cell line: HS 578T. Synergy scores: CSS=32.3, Synergy_ZIP=-2.78, Synergy_Bliss=-4.35, Synergy_Loewe=4.09, Synergy_HSA=5.88. (2) Drug 1: C1=CC(=C2C(=C1NCCNCCO)C(=O)C3=C(C=CC(=C3C2=O)O)O)NCCNCCO. Drug 2: CCC(=C(C1=CC=CC=C1)C2=CC=C(C=C2)OCCN(C)C)C3=CC=CC=C3.C(C(=O)O)C(CC(=O)O)(C(=O)O)O. Cell line: MDA-MB-231. Synergy scores: CSS=36.2, Synergy_ZIP=3.81, Synergy_Bliss=4.64, Synergy_Loewe=-18.3, Synergy_HSA=4.97. (3) Drug 1: CC1=C(C=C(C=C1)NC2=NC=CC(=N2)N(C)C3=CC4=NN(C(=C4C=C3)C)C)S(=O)(=O)N.Cl. Drug 2: C1=CC=C(C(=C1)C(C2=CC=C(C=C2)Cl)C(Cl)Cl)Cl. Cell line: HCC-2998. Synergy scores: CSS=-6.02, Synergy_ZIP=6.91, Synergy_Bliss=4.54, Synergy_Loewe=-6.91, Synergy_HSA=-7.12. (4) Drug 1: CCC1(CC2CC(C3=C(CCN(C2)C1)C4=CC=CC=C4N3)(C5=C(C=C6C(=C5)C78CCN9C7C(C=CC9)(C(C(C8N6C=O)(C(=O)OC)O)OC(=O)C)CC)OC)C(=O)OC)O.OS(=O)(=O)O. Drug 2: B(C(CC(C)C)NC(=O)C(CC1=CC=CC=C1)NC(=O)C2=NC=CN=C2)(O)O. Cell line: OVCAR-8. Synergy scores: CSS=56.7, Synergy_ZIP=0.702, Synergy_Bliss=0.107, Synergy_Loewe=-2.46, Synergy_HSA=-2.63. (5) Cell line: SK-MEL-2. Drug 1: CC12CCC3C(C1CCC2O)C(CC4=C3C=CC(=C4)O)CCCCCCCCCS(=O)CCCC(C(F)(F)F)(F)F. Drug 2: CNC(=O)C1=NC=CC(=C1)OC2=CC=C(C=C2)NC(=O)NC3=CC(=C(C=C3)Cl)C(F)(F)F. Synergy scores: CSS=2.07, Synergy_ZIP=7.54, Synergy_Bliss=13.2, Synergy_Loewe=3.17, Synergy_HSA=2.33. (6) Synergy scores: CSS=3.64, Synergy_ZIP=-2.63, Synergy_Bliss=-2.57, Synergy_Loewe=-3.55, Synergy_HSA=-3.62. Cell line: SK-MEL-2. Drug 1: C1=CC(=CC=C1CCCC(=O)O)N(CCCl)CCCl. Drug 2: CC(C)CN1C=NC2=C1C3=CC=CC=C3N=C2N. (7) Drug 1: CC1=C2C(C(=O)C3(C(CC4C(C3C(C(C2(C)C)(CC1OC(=O)C(C(C5=CC=CC=C5)NC(=O)C6=CC=CC=C6)O)O)OC(=O)C7=CC=CC=C7)(CO4)OC(=O)C)O)C)OC(=O)C. Drug 2: C1=CC=C(C=C1)NC(=O)CCCCCCC(=O)NO. Cell line: BT-549. Synergy scores: CSS=21.7, Synergy_ZIP=-11.1, Synergy_Bliss=-12.9, Synergy_Loewe=-11.3, Synergy_HSA=-11.2.